Dataset: Catalyst prediction with 721,799 reactions and 888 catalyst types from USPTO. Task: Predict which catalyst facilitates the given reaction. (1) Reactant: [H-].[Al+3].[Li+].[H-].[H-].[H-].[CH3:7][O:8][CH2:9][N:10]1[C:14]2[CH:15]=[CH:16][C:17]([CH:19]([C:21]3[CH:25]=[CH:24][N:23]([C:26]4[N:31]=[CH:30][C:29]([NH:32][CH2:33][C:34](OCC)=[O:35])=[CH:28][CH:27]=4)[N:22]=3)[CH3:20])=[CH:18][C:13]=2[S:12][C:11]1=[O:39]. Product: [OH:35][CH2:34][CH2:33][NH:32][C:29]1[CH:28]=[CH:27][C:26]([N:23]2[CH:24]=[CH:25][C:21]([CH:19]([C:17]3[CH:16]=[CH:15][C:14]4[N:10]([CH2:9][O:8][CH3:7])[C:11](=[O:39])[S:12][C:13]=4[CH:18]=3)[CH3:20])=[N:22]2)=[N:31][CH:30]=1. The catalyst class is: 7. (2) Reactant: Br[C:2]1[N:6]([CH3:7])[C:5]([CH3:8])=[C:4]([C:9]([O:11][C:12]([CH3:15])([CH3:14])[CH3:13])=[O:10])[CH:3]=1.CC1(C)C2C=CC=C(P(C3C=CC=CC=3)C3C=CC=CC=3)[C:25]=2[O:24]C2C1=CC=CC=2P(C1C=CC=CC=1)C1C=CC=CC=1.C(N(CC)CC)C.C1C[O:68]CC1.O. Product: [C:12]([O:11][C:9]([C:4]1[CH:3]=[C:2]([C:25]([OH:24])=[O:68])[N:6]([CH3:7])[C:5]=1[CH3:8])=[O:10])([CH3:15])([CH3:14])[CH3:13]. The catalyst class is: 167. (3) Reactant: [CH2:1]([N:8]1[CH2:13][CH2:12][CH:11]([CH2:14][CH2:15][C:16]2[C:20]3[CH:21]=[CH:22][C:23]([OH:29])=[C:24]([CH2:25][N:26]([CH3:28])[CH3:27])[C:19]=3[O:18][N:17]=2)[CH2:10][CH2:9]1)[C:2]1[CH:7]=[CH:6][CH:5]=[CH:4][CH:3]=1.[CH3:30][C:31]([CH3:35])=[CH:32][CH2:33]O.C1(P(C2C=CC=CC=2)C2C=CC=CC=2)C=CC=CC=1.N(C(OC(C)C)=O)=NC(OC(C)C)=O. Product: [CH3:28][N:26]([CH2:25][C:24]1[C:19]2[O:18][N:17]=[C:16]([CH2:15][CH2:14][CH:11]3[CH2:12][CH2:13][N:8]([CH2:1][C:2]4[CH:3]=[CH:4][CH:5]=[CH:6][CH:7]=4)[CH2:9][CH2:10]3)[C:20]=2[CH:21]=[CH:22][C:23]=1[O:29][CH2:33][CH:32]=[C:31]([CH3:35])[CH3:30])[CH3:27]. The catalyst class is: 7. (4) Reactant: CCCC[N+](CCCC)(CCCC)CCCC.[F-].[Si]([O:26][CH2:27][C:28]1[C:29]2[C:33]([CH:34]=[CH:35][CH:36]=1)=[N:32][N:31]([C:37]1[CH:44]=[CH:43][C:40]([C:41]#[N:42])=[CH:39][CH:38]=1)[CH:30]=2)(C(C)(C)C)(C)C. Product: [OH:26][CH2:27][C:28]1[C:29]2[C:33]([CH:34]=[CH:35][CH:36]=1)=[N:32][N:31]([C:37]1[CH:38]=[CH:39][C:40]([C:41]#[N:42])=[CH:43][CH:44]=1)[CH:30]=2. The catalyst class is: 49. (5) Reactant: [CH2:1]([CH:3]1[C:12]2[C:8](=[CH:9][N:10](CC3C=CC(OC)=CC=3)[N:11]=2)[C:7]2[N:22]=[C:23]([NH:25][C:26]3[N:31]=[C:30]([CH3:32])[CH:29]=[CH:28][N:27]=3)[S:24][C:6]=2[CH2:5][O:4]1)[CH3:2]. Product: [CH2:1]([CH:3]1[C:12]2[C:8](=[CH:9][NH:10][N:11]=2)[C:7]2[N:22]=[C:23]([NH:25][C:26]3[N:31]=[C:30]([CH3:32])[CH:29]=[CH:28][N:27]=3)[S:24][C:6]=2[CH2:5][O:4]1)[CH3:2]. The catalyst class is: 67. (6) Reactant: [N:1]1[CH:6]=[CH:5][C:4]([CH2:7][C:8]2[CH:14]=[CH:13][C:11]([NH2:12])=[CH:10][CH:9]=2)=[CH:3][CH:2]=1.C1N=CN([C:20]([N:22]2C=N[CH:24]=[CH:23]2)=[O:21])C=1.NC1C=CC=CC=1.NC1C=[C:39]([Cl:41])[C:38]([N+:42]([O-:44])=[O:43])=[CH:37][C:36]=1[OH:45]. Product: [Cl:41][C:39]1[C:38]([N+:42]([O-:44])=[O:43])=[CH:37][C:36]([OH:45])=[C:23]([NH:22][C:20]([NH:12][C:11]2[CH:10]=[CH:9][C:8]([CH2:7][C:4]3[CH:5]=[CH:6][N:1]=[CH:2][CH:3]=3)=[CH:14][CH:13]=2)=[O:21])[CH:24]=1. The catalyst class is: 91.